Dataset: NCI-60 drug combinations with 297,098 pairs across 59 cell lines. Task: Regression. Given two drug SMILES strings and cell line genomic features, predict the synergy score measuring deviation from expected non-interaction effect. (1) Drug 1: C1CC(C1)(C(=O)O)C(=O)O.[NH2-].[NH2-].[Pt+2]. Cell line: OVCAR-5. Synergy scores: CSS=33.9, Synergy_ZIP=1.07, Synergy_Bliss=-1.58, Synergy_Loewe=-10.6, Synergy_HSA=-1.16. Drug 2: C#CCC(CC1=CN=C2C(=N1)C(=NC(=N2)N)N)C3=CC=C(C=C3)C(=O)NC(CCC(=O)O)C(=O)O. (2) Drug 1: CC1C(C(=O)NC(C(=O)N2CCCC2C(=O)N(CC(=O)N(C(C(=O)O1)C(C)C)C)C)C(C)C)NC(=O)C3=C4C(=C(C=C3)C)OC5=C(C(=O)C(=C(C5=N4)C(=O)NC6C(OC(=O)C(N(C(=O)CN(C(=O)C7CCCN7C(=O)C(NC6=O)C(C)C)C)C)C(C)C)C)N)C. Drug 2: C1=CN(C=N1)CC(O)(P(=O)(O)O)P(=O)(O)O. Cell line: OVCAR3. Synergy scores: CSS=12.8, Synergy_ZIP=-0.387, Synergy_Bliss=-7.91, Synergy_Loewe=-29.0, Synergy_HSA=-3.75. (3) Drug 1: CC1=C(C(CCC1)(C)C)C=CC(=CC=CC(=CC(=O)O)C)C. Drug 2: CS(=O)(=O)OCCCCOS(=O)(=O)C. Cell line: COLO 205. Synergy scores: CSS=13.1, Synergy_ZIP=-4.92, Synergy_Bliss=-0.0980, Synergy_Loewe=-1.75, Synergy_HSA=-1.58.